This data is from Catalyst prediction with 721,799 reactions and 888 catalyst types from USPTO. The task is: Predict which catalyst facilitates the given reaction. (1) Reactant: [CH3:1][O:2][C:3](=[O:27])[C@H:4]([CH2:19][C:20]1[CH:25]=[CH:24][C:23]([NH2:26])=[CH:22][CH:21]=1)[NH:5][C:6]([C:8]1([CH2:13][CH2:14][NH:15][C:16](=[O:18])[CH3:17])[CH2:12][CH2:11][CH2:10][CH2:9]1)=[S:7].C(N(C(C)C)CC)(C)C.[Cl:37][C:38]1[CH:46]=[CH:45][CH:44]=[C:43]([Cl:47])[C:39]=1[C:40](Cl)=[O:41]. Product: [CH3:1][O:2][C:3](=[O:27])[C@H:4]([CH2:19][C:20]1[CH:21]=[CH:22][C:23]([NH:26][C:40]([C:39]2[C:38]([Cl:37])=[CH:46][CH:45]=[CH:44][C:43]=2[Cl:47])=[O:41])=[CH:24][CH:25]=1)[NH:5][C:6]([C:8]1([CH2:13][CH2:14][NH:15][C:16](=[O:18])[CH3:17])[CH2:9][CH2:10][CH2:11][CH2:12]1)=[S:7]. The catalyst class is: 4. (2) Reactant: [F:1][C:2]1[CH:7]=[CH:6][C:5]([NH:8][CH:9]2[CH2:12][N:11](C(OC(C)(C)C)=O)[CH2:10]2)=[C:4]([CH3:20])[CH:3]=1.FC(F)(F)C(O)=O.ClCCl. Product: [F:1][C:2]1[CH:7]=[CH:6][C:5]([NH:8][CH:9]2[CH2:12][NH:11][CH2:10]2)=[C:4]([CH3:20])[CH:3]=1. The catalyst class is: 4. (3) Reactant: [CH3:1]C1(C)OC(=O)CC(=O)O1.N1C=CC=CC=1.[C:17]([CH:19]([C:21]1[CH:22]=[C:23]([CH:27]=[CH:28][CH:29]=1)[C:24](Cl)=[O:25])[CH3:20])#[N:18]. Product: [C:24]([C:23]1[CH:22]=[C:21]([CH:19]([CH3:20])[C:17]#[N:18])[CH:29]=[CH:28][CH:27]=1)(=[O:25])[CH3:1]. The catalyst class is: 4. (4) Reactant: Br[CH2:2][CH2:3][C:4]1[CH:9]=[CH:8][C:7]([F:10])=[CH:6][CH:5]=1.Cl.[Cl:12][C:13]1[CH:14]=[C:15]([NH:19]N)[CH:16]=[CH:17][CH:18]=1.[CH3:21][N:22]1[CH2:27][CH2:26][C:25](=O)[CH2:24][CH2:23]1. Product: [F:10][C:7]1[CH:8]=[CH:9][C:4]([CH2:3][CH2:2][N:19]2[C:15]3[CH:16]=[CH:17][CH:18]=[C:13]([Cl:12])[C:14]=3[C:24]3[CH2:23][N:22]([CH3:21])[CH2:27][CH2:26][C:25]2=3)=[CH:5][CH:6]=1. The catalyst class is: 66. (5) Reactant: [CH3:1][C:2](=[CH2:13])[CH2:3][CH:4]([C:9]([O:11][CH3:12])=[O:10])[C:5]([O:7][CH3:8])=[O:6].[CH3:14][C:15](C)([O-])C.[K+].C(Br)C.Cl. Product: [CH2:14]([C:4]([C:5]([O:7][CH3:8])=[O:6])([CH2:3][C:2]([CH3:1])=[CH2:13])[C:9]([O:11][CH3:12])=[O:10])[CH3:15]. The catalyst class is: 16. (6) Reactant: [NH2:1][C:2]1[N:7]=[CH:6][C:5]([C:8]2[CH2:12][N:11](C(OC(C)(C)C)=O)[C:10](=[O:20])[CH:9]=2)=[CH:4][C:3]=1[C:21]1[CH:26]=[CH:25][C:24]([C:27]([O:29]C(C)(C)C)=[O:28])=[C:23]([F:34])[CH:22]=1.C(O)(C(F)(F)F)=O. Product: [NH2:1][C:2]1[C:3]([C:21]2[CH:26]=[CH:25][C:24]([C:27]([OH:29])=[O:28])=[C:23]([F:34])[CH:22]=2)=[CH:4][C:5]([C:8]2[CH2:12][NH:11][C:10](=[O:20])[CH:9]=2)=[CH:6][N:7]=1. The catalyst class is: 11.